This data is from Reaction yield outcomes from USPTO patents with 853,638 reactions. The task is: Predict the reaction yield, written as a fraction of the theoretical maximum amount of product (1.0 means a 100% yield; for example, 0.34 means a 34% yield). (1) The reactants are C(O[C:6](=O)[N:7]([CH2:9][C:10]1[CH:15]=[C:14]([C:16]([N:18]2[CH2:23][CH2:22][N:21]([CH:24]([CH3:26])[CH3:25])[CH2:20][CH2:19]2)=[O:17])[CH:13]=[CH:12][C:11]=1[O:27][C:28]1[CH:33]=[CH:32][C:31]([Cl:34])=[C:30]([Cl:35])[CH:29]=1)C)(C)(C)C.C(OC(=O)NCC1C=C(Br)C=CC=1OC1C=CC(Cl)=C(Cl)C=1)(C)(C)C.C1CCN2C(=NCCC2)CC1.C(N1CCNCC1)(C)C.F[B-](F)(F)F. The catalyst is C1COCC1. The product is [Cl:35][C:30]1[CH:29]=[C:28]([CH:33]=[CH:32][C:31]=1[Cl:34])[O:27][C:11]1[CH:12]=[CH:13][C:14]([C:16]([N:18]2[CH2:19][CH2:20][N:21]([CH:24]([CH3:25])[CH3:26])[CH2:22][CH2:23]2)=[O:17])=[CH:15][C:10]=1[CH2:9][NH:7][CH3:6]. The yield is 0.560. (2) The reactants are COC1C=CC(C[N:8]2[CH:12]=[C:11]([C:13]3[N:14]=[C:15]([NH:18][C:19]4[N:24]=[C:23]([CH3:25])[CH:22]=[CH:21][N:20]=4)[S:16][CH:17]=3)[C:10]([C:26]3[CH2:27][N:28]([C:31]([O:33][CH3:34])=[O:32])[CH2:29][CH:30]=3)=[N:9]2)=CC=1. The catalyst is C(O)(C(F)(F)F)=O. The product is [CH3:25][C:23]1[CH:22]=[CH:21][N:20]=[C:19]([NH:18][C:15]2[S:16][CH:17]=[C:13]([C:11]3[C:10]([C:26]4[CH2:27][N:28]([C:31]([O:33][CH3:34])=[O:32])[CH2:29][CH:30]=4)=[N:9][NH:8][CH:12]=3)[N:14]=2)[N:24]=1. The yield is 0.680. (3) The reactants are [Si:1]([O:8][C:9]1[CH:10]=[C:11]([C:15]2([CH2:32][CH2:33][CH2:34][NH:35][C:36](=[O:42])[O:37][C:38]([CH3:41])([CH3:40])[CH3:39])[N:19]([C:20]([NH:22][NH2:23])=[S:21])[N:18]=[C:17]([C:24]3[CH:29]=[C:28]([F:30])[CH:27]=[CH:26][C:25]=3[F:31])[S:16]2)[CH:12]=[CH:13][CH:14]=1)([C:4]([CH3:7])([CH3:6])[CH3:5])([CH3:3])[CH3:2].CO[C:45](OC)(OC)[CH3:46]. The catalyst is CC1C=CC(S(O)(=O)=O)=CC=1. The product is [Si:1]([O:8][C:9]1[CH:10]=[C:11]([C:15]2([CH2:32][CH2:33][CH2:34][NH:35][C:36](=[O:42])[O:37][C:38]([CH3:41])([CH3:40])[CH3:39])[N:19]([C:20]3[S:21][C:45]([CH3:46])=[N:23][N:22]=3)[N:18]=[C:17]([C:24]3[CH:29]=[C:28]([F:30])[CH:27]=[CH:26][C:25]=3[F:31])[S:16]2)[CH:12]=[CH:13][CH:14]=1)([C:4]([CH3:6])([CH3:7])[CH3:5])([CH3:3])[CH3:2]. The yield is 0.720. (4) The reactants are O[CH2:2][C:3]1[CH:16]=[N:15][C:6]2[C:7]3[N:8]([CH:12]=[CH:13][CH:14]=3)[C:9](=[O:11])[NH:10][C:5]=2[CH:4]=1.Cl.Cl.[CH2:19]([NH:21][C:22](=[O:36])[C:23]1[CH:28]=[CH:27][C:26]([N:29]2[CH2:34][CH2:33][NH:32][CH2:31][CH2:30]2)=[C:25]([CH3:35])[CH:24]=1)[CH3:20].[I-].C(C[P+](C)(C)C)#N.C(N(C(C)C)C(C)C)C. The catalyst is C(#N)CC. The product is [CH2:19]([NH:21][C:22](=[O:36])[C:23]1[CH:28]=[CH:27][C:26]([N:29]2[CH2:30][CH2:31][N:32]([CH2:2][C:3]3[CH:16]=[N:15][C:6]4[C:7]5[N:8]([CH:12]=[CH:13][CH:14]=5)[C:9](=[O:11])[NH:10][C:5]=4[CH:4]=3)[CH2:33][CH2:34]2)=[C:25]([CH3:35])[CH:24]=1)[CH3:20]. The yield is 0.270. (5) The reactants are [CH2:1]1[C:10]2[C:5](=[CH:6][CH:7]=[CH:8][CH:9]=2)[CH2:4][CH2:3][N:2]1[CH2:11][CH:12]([OH:30])[CH2:13][O:14][C:15]1[CH:20]=[CH:19][CH:18]=[C:17](B2OC(C)(C)C(C)(C)O2)[CH:16]=1.Br[C:32]1[CH:37]=[C:36]([Cl:38])[CH:35]=[CH:34][C:33]=1[O:39][CH3:40].C([O-])([O-])=O.[K+].[K+]. The catalyst is O1CCOCC1.C1C=CC(P(C2C=CC=CC=2)[C-]2C=CC=C2)=CC=1.C1C=CC(P(C2C=CC=CC=2)[C-]2C=CC=C2)=CC=1.Cl[Pd]Cl.[Fe+2]. The product is [Cl:38][C:36]1[CH:35]=[CH:34][C:33]([O:39][CH3:40])=[C:32]([C:17]2[CH:18]=[CH:19][CH:20]=[C:15]([O:14][CH2:13][CH:12]([OH:30])[CH2:11][N:2]3[CH2:3][CH2:4][C:5]4[C:10](=[CH:9][CH:8]=[CH:7][CH:6]=4)[CH2:1]3)[CH:16]=2)[CH:37]=1. The yield is 0.395. (6) The reactants are [CH:1](=[O:10])[CH2:2][CH2:3][C:4]1[CH:9]=[CH:8][CH:7]=[CH:6][CH:5]=1.C1COCC1.[C:16]1([Mg]Br)[CH:21]=[CH:20][CH:19]=[CH:18][CH:17]=1. The catalyst is O. The product is [C:16]1([CH:1]([OH:10])[CH2:2][CH2:3][C:4]2[CH:9]=[CH:8][CH:7]=[CH:6][CH:5]=2)[CH:21]=[CH:20][CH:19]=[CH:18][CH:17]=1. The yield is 0.580. (7) The reactants are FC(F)(F)C(O)=O.[CH3:8][O:9][C:10]1[CH:15]=[C:14]([N:16]2[CH:20]=[CH:19][CH:18]=[N:17]2)[CH:13]=[CH:12][C:11]=1[C:21]1[N:26]=[N:25][C:24]([O:27][CH:28]2[CH2:33][CH2:32][N:31](C(OC(C)(C)C)=O)[CH2:30][CH2:29]2)=[CH:23][CH:22]=1.[OH-].[Na+]. The catalyst is C(Cl)Cl. The product is [CH3:8][O:9][C:10]1[CH:15]=[C:14]([N:16]2[CH:20]=[CH:19][CH:18]=[N:17]2)[CH:13]=[CH:12][C:11]=1[C:21]1[N:26]=[N:25][C:24]([O:27][CH:28]2[CH2:33][CH2:32][NH:31][CH2:30][CH2:29]2)=[CH:23][CH:22]=1. The yield is 1.00.